From a dataset of Forward reaction prediction with 1.9M reactions from USPTO patents (1976-2016). Predict the product of the given reaction. (1) Given the reactants [CH2:1]([O:3][C:4]1[CH:5]=[C:6]([C:10]2[C:15]3[CH:16]=[C:17]([C:22]([O:24]C)=[O:23])[N:18]([CH2:19][CH2:20][OH:21])[C:14]=3[CH:13]=[CH:12][N:11]=2)[CH:7]=[CH:8][CH:9]=1)[CH3:2].[F:26][C:27]([F:36])([F:35])[C:28]1[N:33]=[CH:32][C:31](O)=[CH:30][CH:29]=1.C1C=CC(P(C2C=CC=CC=2)C2C=CC=CC=2)=CC=1.CC(OC(/N=N/C(OC(C)C)=O)=O)C.[OH-].[Na+], predict the reaction product. The product is: [CH2:1]([O:3][C:4]1[CH:5]=[C:6]([C:10]2[C:15]3[CH:16]=[C:17]([C:22]([OH:24])=[O:23])[N:18]([CH2:19][CH2:20][O:21][C:31]4[CH:32]=[N:33][C:28]([C:27]([F:36])([F:35])[F:26])=[CH:29][CH:30]=4)[C:14]=3[CH:13]=[CH:12][N:11]=2)[CH:7]=[CH:8][CH:9]=1)[CH3:2]. (2) Given the reactants [Br:1][C:2]1[CH:7]=[CH:6][C:5]([C@H:8]2[CH2:13][N:12]([C@@H:14]([C:16]3[CH:21]=[CH:20][CH:19]=[CH:18][CH:17]=3)[CH3:15])[C:11](=O)[CH2:10][O:9]2)=[CH:4][CH:3]=1.B.O1CCCC1.CO.BrC1C=CC([C@H](O)CN[C@@H](C2C=CC=CC=2)C)=CC=1, predict the reaction product. The product is: [Br:1][C:2]1[CH:3]=[CH:4][C:5]([C@@H:8]2[O:9][CH2:10][CH2:11][N:12]([C@@H:14]([C:16]3[CH:17]=[CH:18][CH:19]=[CH:20][CH:21]=3)[CH3:15])[CH2:13]2)=[CH:6][CH:7]=1. (3) Given the reactants [BH4-].[Na+].FC(F)(F)C(O)=O.C(O)(=O)C.[CH3:14][O:15][C:16]1[C:17]([CH3:31])=[C:18]2[C:23](=[CH:24][C:25]=1[CH3:26])[NH:22][C:21]1([CH2:29][CH2:28][CH2:27]1)[CH2:20][CH:19]2O, predict the reaction product. The product is: [CH3:14][O:15][C:16]1[C:17]([CH3:31])=[C:18]2[C:23](=[CH:24][C:25]=1[CH3:26])[NH:22][C:21]1([CH2:27][CH2:28][CH2:29]1)[CH2:20][CH2:19]2.